Dataset: Catalyst prediction with 721,799 reactions and 888 catalyst types from USPTO. Task: Predict which catalyst facilitates the given reaction. (1) Reactant: [CH:1]([C:3]1[C:4]([CH3:20])=[C:5]([O:10][CH2:11][C:12]2[CH:19]=[CH:18][C:15]([C:16]#[N:17])=[CH:14][CH:13]=2)[C:6]([CH3:9])=[N:7][CH:8]=1)=O.[NH2:21][C:22]1[CH:27]=[CH:26][C:25]([C:28]2[CH:33]=[CH:32][C:31]([C:34]#[N:35])=[CH:30][CH:29]=2)=[CH:24][CH:23]=1.O.C1(C)C=CC(S(O)(=O)=O)=CC=1.[BH4-].[Na+]. Product: [C:16]([C:15]1[CH:18]=[CH:19][C:12]([CH2:11][O:10][C:5]2[C:4]([CH3:20])=[C:3]([CH2:1][NH:21][C:22]3[CH:23]=[CH:24][C:25]([C:28]4[CH:33]=[CH:32][C:31]([C:34]#[N:35])=[CH:30][CH:29]=4)=[CH:26][CH:27]=3)[CH:8]=[N:7][C:6]=2[CH3:9])=[CH:13][CH:14]=1)#[N:17]. The catalyst class is: 48. (2) Reactant: [CH:1]1([N:6]([CH3:33])[C:7]2[C:8]([CH3:32])=[C:9]([CH:23]=[C:24]([N:26]3[CH2:31][CH2:30][NH:29][CH2:28][CH2:27]3)[CH:25]=2)[C:10]([NH:12][CH2:13][C:14]2[C:15](=[O:22])[NH:16][C:17]([CH3:21])=[CH:18][C:19]=2[CH3:20])=[O:11])[CH2:5][CH2:4][CH2:3][CH2:2]1.C=O.[C:36]([BH3-])#N.[Na+]. Product: [CH:1]1([N:6]([CH3:33])[C:7]2[C:8]([CH3:32])=[C:9]([CH:23]=[C:24]([N:26]3[CH2:31][CH2:30][N:29]([CH3:36])[CH2:28][CH2:27]3)[CH:25]=2)[C:10]([NH:12][CH2:13][C:14]2[C:15](=[O:22])[NH:16][C:17]([CH3:21])=[CH:18][C:19]=2[CH3:20])=[O:11])[CH2:5][CH2:4][CH2:3][CH2:2]1. The catalyst class is: 5. (3) Reactant: Br[CH2:2][C:3]1[CH:8]=[CH:7][C:6]([O:9][CH3:10])=[CH:5][C:4]=1[N+:11]([O-:13])=[O:12].CCO.[C-:17]#[N:18].[K+]. Product: [CH3:10][O:9][C:6]1[CH:7]=[CH:8][C:3]([CH2:2][C:17]#[N:18])=[C:4]([N+:11]([O-:13])=[O:12])[CH:5]=1. The catalyst class is: 20. (4) Reactant: [CH:1]([N:4]1[C:8]([C:9]2[N:10]=[C:11]3[C:17]4[CH:18]=[CH:19][C:20]([C:22]([OH:24])=O)=[CH:21][C:16]=4[O:15][CH2:14][CH2:13][N:12]3[CH:25]=2)=[N:7][CH:6]=[N:5]1)([CH3:3])[CH3:2].[CH3:26][NH2:27]. Product: [CH:1]([N:4]1[C:8]([C:9]2[N:10]=[C:11]3[C:17]4[CH:18]=[CH:19][C:20]([C:22]([NH:27][CH3:26])=[O:24])=[CH:21][C:16]=4[O:15][CH2:14][CH2:13][N:12]3[CH:25]=2)=[N:7][CH:6]=[N:5]1)([CH3:2])[CH3:3]. The catalyst class is: 1. (5) Reactant: [NH2:1][C:2]1[CH:7]=[CH:6][C:5]([CH2:8][CH2:9][OH:10])=[CH:4][CH:3]=1.N1C=CN=C1.[C:16]([Si:20]([CH3:23])([CH3:22])Cl)([CH3:19])([CH3:18])[CH3:17].C(OCC)(=O)C. Product: [Si:20]([O:10][CH2:9][CH2:8][C:5]1[CH:6]=[CH:7][C:2]([NH2:1])=[CH:3][CH:4]=1)([C:16]([CH3:19])([CH3:18])[CH3:17])([CH3:23])[CH3:22]. The catalyst class is: 9. (6) Reactant: [F:1][C:2]1[CH:7]=[CH:6][C:5]([C:8]2[C:17]([N:18]3[CH2:22][CH2:21][CH2:20][C@@H:19]3[CH3:23])=[N:16][C:15]3[C:10](=[CH:11][CH:12]=[C:13]([C:24]([O:26]C)=[O:25])[CH:14]=3)[N:9]=2)=[C:4]([CH3:28])[CH:3]=1.[OH-].[Na+]. Product: [F:1][C:2]1[CH:7]=[CH:6][C:5]([C:8]2[C:17]([N:18]3[CH2:22][CH2:21][CH2:20][C@@H:19]3[CH3:23])=[N:16][C:15]3[C:10](=[CH:11][CH:12]=[C:13]([C:24]([OH:26])=[O:25])[CH:14]=3)[N:9]=2)=[C:4]([CH3:28])[CH:3]=1. The catalyst class is: 24. (7) Reactant: [I:1][C:2]1[CH:7]=[CH:6][C:5]([OH:8])=[CH:4][CH:3]=1.[H-].[Na+].[CH3:11][O:12][CH2:13][CH2:14][O:15][CH2:16]Cl.CCOCC. Product: [CH3:11][O:12][CH2:13][CH2:14][O:15][CH2:16][O:8][C:5]1[CH:6]=[CH:7][C:2]([I:1])=[CH:3][CH:4]=1. The catalyst class is: 7. (8) Reactant: Br.[Br:2][C:3]1[CH:4]=[N:5][C:6]([C:9]2[CH:14]=[CH:13][C:12]([CH2:15][C@H:16]([NH:24]C(=O)OCC3C=CC=CC=3)[C:17]([NH:19][S:20]([CH3:23])(=[O:22])=[O:21])=[O:18])=[CH:11][CH:10]=2)=[N:7][CH:8]=1.C(OCC)C. Product: [NH2:24][C@@H:16]([CH2:15][C:12]1[CH:11]=[CH:10][C:9]([C:6]2[N:7]=[CH:8][C:3]([Br:2])=[CH:4][N:5]=2)=[CH:14][CH:13]=1)[C:17]([NH:19][S:20]([CH3:23])(=[O:21])=[O:22])=[O:18]. The catalyst class is: 52. (9) Reactant: [OH-].[Na+].[C:3]1([C:22]2[CH:27]=[CH:26][CH:25]=[CH:24][CH:23]=2)[CH:8]=[CH:7][C:6]([C:9]([NH:11][C:12]2[CH:21]=[CH:20][C:15]([C:16]([O:18]C)=[O:17])=[CH:14][CH:13]=2)=[O:10])=[CH:5][CH:4]=1.Cl.C(OCC)(=O)C. Product: [C:3]1([C:22]2[CH:23]=[CH:24][CH:25]=[CH:26][CH:27]=2)[CH:8]=[CH:7][C:6]([C:9]([NH:11][C:12]2[CH:21]=[CH:20][C:15]([C:16]([OH:18])=[O:17])=[CH:14][CH:13]=2)=[O:10])=[CH:5][CH:4]=1. The catalyst class is: 36.